Dataset: Forward reaction prediction with 1.9M reactions from USPTO patents (1976-2016). Task: Predict the product of the given reaction. (1) Given the reactants Cl[C:2]1[N:12]=[CH:11][C:10]([F:13])=[CH:9][C:3]=1[C:4]([O:6][CH2:7][CH3:8])=[O:5].[F:14][C:15]1[CH:16]=[C:17]([OH:22])[CH:18]=[C:19]([F:21])[CH:20]=1, predict the reaction product. The product is: [CH2:7]([O:6][C:4](=[O:5])[C:3]1[CH:9]=[C:10]([F:13])[CH:11]=[N:12][C:2]=1[O:22][C:17]1[CH:16]=[C:15]([F:14])[CH:20]=[C:19]([F:21])[CH:18]=1)[CH3:8]. (2) Given the reactants Br[C:2]1[S:6][C:5]([CH2:7][O:8][C:9]2[CH:10]=[C:11]([CH:15]([CH:21]3[CH2:23][CH2:22]3)[CH2:16][C:17]([O:19][CH3:20])=[O:18])[CH:12]=[CH:13][CH:14]=2)=[N:4][C:3]=1[C:24]1[CH:29]=[CH:28][C:27]([C:30]([F:33])([F:32])[F:31])=[CH:26][CH:25]=1.[F:34][C:35]1[CH:40]=[CH:39][C:38]([O:41][CH3:42])=[CH:37][C:36]=1B(O)O.C1(P(C2CCCCC2)C2C=CC=CC=2C2C(OC)=CC=CC=2OC)CCCCC1.C(=O)([O-])[O-].[Na+].[Na+], predict the reaction product. The product is: [CH:21]1([CH:15]([C:11]2[CH:12]=[CH:13][CH:14]=[C:9]([O:8][CH2:7][C:5]3[S:6][C:2]([C:36]4[CH:37]=[C:38]([O:41][CH3:42])[CH:39]=[CH:40][C:35]=4[F:34])=[C:3]([C:24]4[CH:29]=[CH:28][C:27]([C:30]([F:33])([F:32])[F:31])=[CH:26][CH:25]=4)[N:4]=3)[CH:10]=2)[CH2:16][C:17]([O:19][CH3:20])=[O:18])[CH2:23][CH2:22]1. (3) Given the reactants Br[CH:2]=[C:3]1[CH2:8][CH2:7][N:6]([C:9]([O:11][C:12]([CH3:15])([CH3:14])[CH3:13])=[O:10])[CH2:5][CH2:4]1.[C:16]([C:18]1[CH:23]=[C:22]([F:24])[CH:21]=[C:20]([F:25])[CH:19]=1)#[CH:17], predict the reaction product. The product is: [F:24][C:22]1[CH:23]=[C:18]([C:16]#[C:17][CH:2]=[C:3]2[CH2:8][CH2:7][N:6]([C:9]([O:11][C:12]([CH3:15])([CH3:14])[CH3:13])=[O:10])[CH2:5][CH2:4]2)[CH:19]=[C:20]([F:25])[CH:21]=1. (4) The product is: [CH:7]1[C:6]([C:4]([CH2:3][Br:1])=[O:5])=[CH:11][CH:10]=[C:9]([OH:12])[CH:8]=1. Given the reactants [Br:1]Br.[CH3:3][C:4]([C:6]1[CH:7]=[CH:8][C:9]([OH:12])=[CH:10][CH:11]=1)=[O:5].C(=O)(O)[O-].[Na+], predict the reaction product. (5) Given the reactants [C:1]([OH:10])(=[O:9])[C@@H:2]([C@H:4]([C:6]([OH:8])=[O:7])[OH:5])[OH:3].[CH:11]1[CH:12]=[N:13][C:14]2[C:19]([N:20]=1)=[CH:18][C:17]1[CH:21]3[CH2:26][NH:25][CH2:24][CH:23]([C:16]=1[CH:15]=2)[CH2:22]3, predict the reaction product. The product is: [CH:12]1[CH:11]=[N:20][C:19]2[C:14]([N:13]=1)=[CH:15][C:16]1[CH:23]3[CH2:24][NH:25][CH2:26][CH:21]([C:17]=1[CH:18]=2)[CH2:22]3.[C:6]([C@@H:4]([C@H:2]([C:1]([O-:10])=[O:9])[OH:3])[OH:5])([O-:8])=[O:7]. (6) Given the reactants Cl.Cl.[C:3]([C:5]1[CH:10]=[CH:9][C:8]([S:11]([N:14]([CH3:26])[CH2:15][CH2:16][N:17]2[CH2:24][CH:23]3[O:25][CH:19]([CH2:20][NH:21][CH2:22]3)[CH2:18]2)(=[O:13])=[O:12])=[CH:7][CH:6]=1)#[N:4].[F:27][CH:28]([F:43])[O:29][C:30]1[CH:35]=[CH:34][C:33]([CH2:36][CH2:37]OS(C)(=O)=O)=[CH:32][CH:31]=1.C(=O)([O-])[O-].[K+].[K+].O, predict the reaction product. The product is: [C:3]([C:5]1[CH:10]=[CH:9][C:8]([S:11]([N:14]([CH2:15][CH2:16][N:17]2[CH2:24][CH:23]3[O:25][CH:19]([CH2:20][N:21]([CH2:37][CH2:36][C:33]4[CH:32]=[CH:31][C:30]([O:29][CH:28]([F:27])[F:43])=[CH:35][CH:34]=4)[CH2:22]3)[CH2:18]2)[CH3:26])(=[O:13])=[O:12])=[CH:7][CH:6]=1)#[N:4].